Dataset: Forward reaction prediction with 1.9M reactions from USPTO patents (1976-2016). Task: Predict the product of the given reaction. (1) Given the reactants [NH2:1][CH2:2][CH2:3][N:4]1[C:12]2[C:7](=[CH:8][CH:9]=[CH:10][CH:11]=2)[C:6]2([C:16]3=[CH:17][C:18]4[O:22][CH2:21][O:20][C:19]=4[CH:23]=[C:15]3[O:14][CH2:13]2)[C:5]1=[O:24].[F:25][C:26]1[CH:31]=[CH:30][C:29]([N:32]=[C:33]=[O:34])=[CH:28][CH:27]=1, predict the reaction product. The product is: [F:25][C:26]1[CH:31]=[CH:30][C:29]([NH:32][C:33]([NH:1][CH2:2][CH2:3][N:4]2[C:12]3[C:7](=[CH:8][CH:9]=[CH:10][CH:11]=3)[C:6]3([C:16]4=[CH:17][C:18]5[O:22][CH2:21][O:20][C:19]=5[CH:23]=[C:15]4[O:14][CH2:13]3)[C:5]2=[O:24])=[O:34])=[CH:28][CH:27]=1. (2) Given the reactants [CH3:1][O:2][C:3](=[O:15])[C:4]1[CH:9]=[CH:8][C:7](Br)=[C:6]([N+:11]([O-])=O)[C:5]=1[CH3:14].[NH:16]1[CH2:20][CH2:19][CH2:18][C:17]1=O, predict the reaction product. The product is: [CH3:1][O:2][C:3]([C:4]1[CH:9]=[CH:8][C:7]2[N:16]3[CH2:20][CH2:19][CH2:18][C:17]3=[N:11][C:6]=2[C:5]=1[CH3:14])=[O:15]. (3) Given the reactants [C:1]([O:5][C:6]([C:8]1([CH2:25][C:26]([O:28][C:29]([CH3:32])([CH3:31])[CH3:30])=[O:27])[O:12][N:11]=[C:10]([C:13]2[CH:18]=[C:17]([OH:19])[CH:16]=[CH:15][C:14]=2[CH2:20][CH2:21][C:22](O)=[O:23])[CH2:9]1)=[O:7])([CH3:4])([CH3:3])[CH3:2].Cl.[NH2:34][C@H:35]([C:44]([O:46][C:47]([CH3:50])([CH3:49])[CH3:48])=[O:45])[CH2:36][C:37]([O:39][C:40]([CH3:43])([CH3:42])[CH3:41])=[O:38].CCN=C=NCCCN(C)C.C1C=CC2N(O)N=NC=2C=1, predict the reaction product. The product is: [C:1]([O:5][C:6]([C:8]1([CH2:25][C:26]([O:28][C:29]([CH3:32])([CH3:31])[CH3:30])=[O:27])[O:12][N:11]=[C:10]([C:13]2[CH:18]=[C:17]([OH:19])[CH:16]=[CH:15][C:14]=2[CH2:20][CH2:21][C:22]([NH:34][C@H:35]([C:44]([O:46][C:47]([CH3:50])([CH3:49])[CH3:48])=[O:45])[CH2:36][C:37]([O:39][C:40]([CH3:42])([CH3:43])[CH3:41])=[O:38])=[O:23])[CH2:9]1)=[O:7])([CH3:4])([CH3:3])[CH3:2]. (4) Given the reactants [C:1](/[C:4](/[C:13]1[CH:18]=[CH:17][C:16]([C:19]([F:22])([F:21])[F:20])=[CH:15][CH:14]=1)=[CH:5]\[CH:6]=[CH:7]\[C:8]([O:10][CH2:11][CH3:12])=[O:9])(=[O:3])[CH3:2].C1CNC(=O)C1.[Br:29][Br-]Br.O, predict the reaction product. The product is: [Br:29][CH2:2][C:1](/[C:4](/[C:13]1[CH:14]=[CH:15][C:16]([C:19]([F:20])([F:21])[F:22])=[CH:17][CH:18]=1)=[CH:5]\[CH:6]=[CH:7]\[C:8]([O:10][CH2:11][CH3:12])=[O:9])=[O:3]. (5) The product is: [Cl:1][C:2]1[C:10]2[N:9]=[C:8]3[N:11]([C:15]4[CH:20]=[CH:19][C:18]([Cl:21])=[CH:17][C:16]=4[Cl:22])[CH2:12][CH2:13][CH2:14][N:7]3[C:6]=2[C:5]([CH:23]([CH2:27][CH3:28])[CH2:24][CH2:25][O:26][CH3:32])=[CH:4][CH:3]=1. Given the reactants [Cl:1][C:2]1[C:10]2[N:9]=[C:8]3[N:11]([C:15]4[CH:20]=[CH:19][C:18]([Cl:21])=[CH:17][C:16]=4[Cl:22])[CH2:12][CH2:13][CH2:14][N:7]3[C:6]=2[C:5]([CH:23]([CH2:27][CH3:28])[CH2:24][CH2:25][OH:26])=[CH:4][CH:3]=1.[H-].[Na+].I[CH3:32].O, predict the reaction product. (6) Given the reactants [CH:1]1([NH2:5])[CH2:4][CH2:3][CH2:2]1.[C:6]([N:9]1[CH2:14][CH2:13][N:12]([C:15]2[CH:22]=[CH:21][C:18]([CH:19]=O)=[C:17]([F:23])[CH:16]=2)[CH2:11][CH2:10]1)(=[O:8])[CH3:7].C(O[BH-](OC(=O)C)OC(=O)C)(=O)C.[Na+].C(O)(=O)C.[OH-].[Na+], predict the reaction product. The product is: [CH:1]1([NH:5][CH2:19][C:18]2[CH:21]=[CH:22][C:15]([N:12]3[CH2:11][CH2:10][N:9]([C:6](=[O:8])[CH3:7])[CH2:14][CH2:13]3)=[CH:16][C:17]=2[F:23])[CH2:4][CH2:3][CH2:2]1. (7) Given the reactants [Cl:1][C:2]1[CH:3]=[CH:4][C:5]2[N:11]3[CH:12]=[CH:13][CH:14]=[C:10]3[C@@H:9]([CH2:15][C:16]([NH:18][C:19]3[CH:24]=[CH:23][C:22]([CH2:25][C:26]([O:28]CC)=[O:27])=[CH:21][CH:20]=3)=[O:17])[O:8][C@H:7]([C:31]3[CH:36]=[CH:35][CH:34]=[C:33]([O:37][CH3:38])[C:32]=3[O:39][CH3:40])[C:6]=2[CH:41]=1.C(=O)([O-])[O-].[K+].[K+].Cl.C(OCC)(=O)C, predict the reaction product. The product is: [Cl:1][C:2]1[CH:3]=[CH:4][C:5]2[N:11]3[CH:12]=[CH:13][CH:14]=[C:10]3[C@@H:9]([CH2:15][C:16]([NH:18][C:19]3[CH:20]=[CH:21][C:22]([CH2:25][C:26]([OH:28])=[O:27])=[CH:23][CH:24]=3)=[O:17])[O:8][C@H:7]([C:31]3[CH:36]=[CH:35][CH:34]=[C:33]([O:37][CH3:38])[C:32]=3[O:39][CH3:40])[C:6]=2[CH:41]=1. (8) The product is: [F:1][C:2]1[CH:3]=[C:4]([CH:29]=[C:30]([F:32])[CH:31]=1)[CH2:5][C@H:6]1[C@@H:10]([C@H:11]2[CH2:20][C:19]3[C:14](=[CH:15][CH:16]=[CH:17][CH:18]=3)[CH2:13][NH:12]2)[O:9][C:8](=[O:28])[NH:7]1. Given the reactants [F:1][C:2]1[CH:3]=[C:4]([CH:29]=[C:30]([F:32])[CH:31]=1)[CH2:5][C@H:6]1[C@@H:10]([C@H:11]2[CH2:20][C:19]3[C:14](=[CH:15][CH:16]=[CH:17][CH:18]=3)[CH2:13][N:12]2C(OC(C)(C)C)=O)[O:9][C:8](=[O:28])[NH:7]1.C(O)(C(F)(F)F)=O, predict the reaction product. (9) Given the reactants [I-].[F:2][C:3]1[CH:8]=[CH:7][C:6]([N:9]([CH2:18][CH2:19][O:20][CH3:21])[C:10](N2C=C[N+](C)=C2)=[O:11])=[CH:5][CH:4]=1.[F:22][C:23]([F:41])([F:40])[C:24]1[CH:29]=[CH:28][C:27]([C@@H:30]2[C:39]3[C:34](=[CH:35][CH:36]=[CH:37][CH:38]=3)[CH2:33][CH2:32][NH:31]2)=[CH:26][CH:25]=1.C(N(CC)CC)C, predict the reaction product. The product is: [F:2][C:3]1[CH:4]=[CH:5][C:6]([N:9]([CH2:18][CH2:19][O:20][CH3:21])[C:10]([N:31]2[CH2:32][CH2:33][C:34]3[C:39](=[CH:38][CH:37]=[CH:36][CH:35]=3)[C@H:30]2[C:27]2[CH:26]=[CH:25][C:24]([C:23]([F:22])([F:40])[F:41])=[CH:29][CH:28]=2)=[O:11])=[CH:7][CH:8]=1.